The task is: Predict which catalyst facilitates the given reaction.. This data is from Catalyst prediction with 721,799 reactions and 888 catalyst types from USPTO. (1) Reactant: [N:1]1[C:10]2[C:5](=[CH:6][CH:7]=[CH:8][CH:9]=2)[N:4]=[CH:3][C:2]=1[C:11](Cl)=[O:12].[NH2:14][CH:15]1[CH2:23][C:22]2[C:17](=[CH:18][CH:19]=[CH:20][CH:21]=2)[CH2:16]1.N1C=CC=CC=1. Product: [CH2:16]1[C:17]2[C:22](=[CH:21][CH:20]=[CH:19][CH:18]=2)[CH2:23][CH:15]1[NH:14][C:11]([C:2]1[CH:3]=[N:4][C:5]2[C:10](=[CH:9][CH:8]=[CH:7][CH:6]=2)[N:1]=1)=[O:12]. The catalyst class is: 6. (2) Reactant: [N:1]([CH3:4])=[C:2]=S.[Br:5][C:6]1[CH:11]=[C:10]([NH2:12])[C:9]([NH2:13])=[C:8]([CH3:14])[CH:7]=1.Cl.CN(C)CCCN=C=NCC. Product: [Br:5][C:6]1[CH:7]=[C:8]([CH3:14])[C:9]2[NH:13][C:2]([NH:1][CH3:4])=[N:12][C:10]=2[CH:11]=1. The catalyst class is: 405. (3) Reactant: [NH:1]1[C:5]2[CH:6]=[CH:7][CH:8]=[CH:9][C:4]=2[N:3]=[C:2]1[CH2:10][N:11]1[C@@H:24]2[C@@H:15]([CH2:16][CH2:17][C:18]3[C:23]2=[N:22][CH:21]=[CH:20][CH:19]=3)[CH2:14][CH2:13][CH2:12]1.Br[CH2:26][CH2:27][CH2:28][CH2:29][N:30]1C(=O)C2C(=CC=CC=2)C1=O.[I-].[K+].C(N(CC)C(C)C)(C)C.NN. Product: [N:11]1([CH2:10][C:2]2[N:3]([CH2:26][CH2:27][CH2:28][CH2:29][NH2:30])[C:4]3[CH:9]=[CH:8][CH:7]=[CH:6][C:5]=3[N:1]=2)[C@@H:24]2[C@@H:15]([CH2:16][CH2:17][C:18]3[C:23]2=[N:22][CH:21]=[CH:20][CH:19]=3)[CH2:14][CH2:13][CH2:12]1. The catalyst class is: 9. (4) Reactant: Cl.[N:2]1([CH2:8][C:9]([OH:11])=O)[CH2:7][CH2:6][O:5][CH2:4][CH2:3]1.CN(C(ON1N=NC2C=CC=NC1=2)=[N+](C)C)C.F[P-](F)(F)(F)(F)F.[F:36][C:37]1[C:45]2[C:44]([NH2:46])=[CH:43][C:42]([C:47]3[CH:55]=[CH:54][CH:53]=[C:52]4[C:48]=3[CH:49]=[CH:50][NH:51]4)=[CH:41][C:40]=2[NH:39][N:38]=1.CCN(C(C)C)C(C)C. Product: [F:36][C:37]1[C:45]2[C:40](=[CH:41][C:42]([C:47]3[CH:55]=[CH:54][CH:53]=[C:52]4[C:48]=3[CH:49]=[CH:50][NH:51]4)=[CH:43][C:44]=2[NH:46][C:9](=[O:11])[CH2:8][N:2]2[CH2:3][CH2:4][O:5][CH2:6][CH2:7]2)[NH:39][N:38]=1. The catalyst class is: 3. (5) Reactant: [NH2:1][CH:2]1[CH2:7][CH2:6][N:5]([C:8]([O:10][CH2:11][CH3:12])=[O:9])[CH2:4][CH2:3]1.C(N(CC)CC)C.[C:20]([S:24](Cl)=[O:25])([CH3:23])([CH3:22])[CH3:21]. Product: [C:20]([S:24]([NH:1][CH:2]1[CH2:3][CH2:4][N:5]([C:8]([O:10][CH2:11][CH3:12])=[O:9])[CH2:6][CH2:7]1)=[O:25])([CH3:23])([CH3:22])[CH3:21]. The catalyst class is: 4. (6) Reactant: FC(F)(F)S(O[C:7]1[CH2:8][CH2:9][N:10]([C:13]([O:15][C:16]([CH3:19])([CH3:18])[CH3:17])=[O:14])[CH2:11][CH:12]=1)(=O)=O.[C:22]([C:24]1[CH:25]=[C:26](B(O)O)[CH:27]=[CH:28][CH:29]=1)#[N:23].[Cl-].[Li+].C([O-])([O-])=O.[Na+].[Na+]. Product: [C:22]([C:24]1[CH:29]=[C:28]([C:7]2[CH2:8][CH2:9][N:10]([C:13]([O:15][C:16]([CH3:19])([CH3:18])[CH3:17])=[O:14])[CH2:11][CH:12]=2)[CH:27]=[CH:26][CH:25]=1)#[N:23]. The catalyst class is: 104. (7) Reactant: [F:1][C:2]1[CH:7]=[C:6]([I:8])[CH:5]=[CH:4][C:3]=1[CH2:9][C:10]([OH:12])=[O:11].C(N(CC)C(C)C)(C)C.[C:22]([O:25][CH2:26]Br)(=[O:24])[CH3:23].CCC(OBr)=O. Product: [C:22]([O:25][CH2:26][O:11][C:10](=[O:12])[CH2:9][C:3]1[CH:4]=[CH:5][C:6]([I:8])=[CH:7][C:2]=1[F:1])(=[O:24])[CH3:23]. The catalyst class is: 10. (8) Reactant: C([O:8][C:9]1[CH:10]=[CH:11][C:12]([O:15][C:16]2[CH:21]=[CH:20][C:19]([CH2:22][CH2:23][CH:24]([NH:26][C:27](=[O:29])[CH3:28])[CH3:25])=[CH:18][CH:17]=2)=[N:13][CH:14]=1)C1C=CC=CC=1.[H][H]. Product: [OH:8][C:9]1[CH:10]=[CH:11][C:12]([O:15][C:16]2[CH:21]=[CH:20][C:19]([CH2:22][CH2:23][CH:24]([NH:26][C:27](=[O:29])[CH3:28])[CH3:25])=[CH:18][CH:17]=2)=[N:13][CH:14]=1. The catalyst class is: 29.